Task: Predict the reaction yield, written as a fraction of the theoretical maximum amount of product (1.0 means a 100% yield; for example, 0.34 means a 34% yield).. Dataset: Reaction yield outcomes from USPTO patents with 853,638 reactions (1) The reactants are [O:1]1[C:5]2[CH:6]=[CH:7][C:8]([CH2:10][NH:11][CH2:12][CH2:13][CH:14]3[CH2:19][CH2:18][CH2:17][CH2:16][N:15]3[C:20]3[CH:25]=[CH:24][N:23]=[C:22]([N:26]4[CH:30]=[CH:29][N:28]=[CH:27]4)[N:21]=3)=[CH:9][C:4]=2[O:3][CH2:2]1.CCN(C(C)C)C(C)C.[C:40](OC(=O)C)(=[O:42])[CH3:41]. The catalyst is C1COCC1. The product is [C:40]([N:11]([CH2:10][C:8]1[CH:7]=[CH:6][C:5]2[O:1][CH2:2][O:3][C:4]=2[CH:9]=1)[CH2:12][CH2:13][CH:14]1[CH2:19][CH2:18][CH2:17][CH2:16][N:15]1[C:20]1[CH:25]=[CH:24][N:23]=[C:22]([N:26]2[CH:30]=[CH:29][N:28]=[CH:27]2)[N:21]=1)(=[O:42])[CH3:41]. The yield is 0.600. (2) The product is [C:1]([N:4]([C:9]1[CH:14]=[CH:13][C:12]([O:15][C:16]2[CH:21]=[CH:20][C:19]([CH2:22][CH3:23])=[CH:18][C:17]=2[OH:24])=[C:11]([F:32])[CH:10]=1)[CH2:5][CH2:6][CH2:7][NH2:8])(=[O:3])[CH3:2]. The yield is 0.910. The reactants are [C:1]([N:4]([C:9]1[CH:14]=[CH:13][C:12]([O:15][C:16]2[CH:21]=[CH:20][C:19]([CH2:22][CH3:23])=[CH:18][C:17]=2[O:24]CC2C=CC=CC=2)=[C:11]([F:32])[CH:10]=1)[CH2:5][CH2:6][CH2:7][NH2:8])(=[O:3])[CH3:2].O1CCCC1. The catalyst is CO.